From a dataset of Full USPTO retrosynthesis dataset with 1.9M reactions from patents (1976-2016). Predict the reactants needed to synthesize the given product. (1) The reactants are: Br[C:2]1[CH:7]=[CH:6][C:5]([C:8]([CH3:14])([CH3:13])[C:9]([O:11][CH3:12])=[O:10])=[CH:4][CH:3]=1.[B:15]1([B:15]2[O:19][C:18]([CH3:21])([CH3:20])[C:17]([CH3:23])([CH3:22])[O:16]2)[O:19][C:18]([CH3:21])([CH3:20])[C:17]([CH3:23])([CH3:22])[O:16]1.CC([O-])=O.[K+].CCOC(C)=O. Given the product [CH3:13][C:8]([C:5]1[CH:6]=[CH:7][C:2]([B:15]2[O:19][C:18]([CH3:21])([CH3:20])[C:17]([CH3:23])([CH3:22])[O:16]2)=[CH:3][CH:4]=1)([CH3:14])[C:9]([O:11][CH3:12])=[O:10], predict the reactants needed to synthesize it. (2) Given the product [Br:1][C:2]1[CH:12]=[C:11]([O:13][C@@H:14]([C@H:16]2[CH2:20][NH:19][C:18](=[O:31])[CH2:17]2)[CH3:15])[C:5]2[N:6]([CH2:9][CH3:10])[CH:7]=[N:8][C:4]=2[CH:3]=1, predict the reactants needed to synthesize it. The reactants are: [Br:1][C:2]1[CH:12]=[C:11]([O:13][C@@H:14]([C@H:16]2[CH2:20][N:19]([C@@H](C3C=CC(OC)=CC=3)C)[C:18](=[O:31])[CH2:17]2)[CH3:15])[C:5]2[N:6]([CH2:9][CH3:10])[CH:7]=[N:8][C:4]=2[CH:3]=1.